From a dataset of Full USPTO retrosynthesis dataset with 1.9M reactions from patents (1976-2016). Predict the reactants needed to synthesize the given product. (1) Given the product [CH2:1]1[C:10]2[C:5](=[CH:6][CH:7]=[CH:8][CH:9]=2)[CH2:4][CH2:3][N:2]1[S:29]([C:22]1[CH:21]=[CH:20][C:19]([OH:18])=[C:28]2[C:23]=1[CH:24]=[CH:25][CH:26]=[N:27]2)(=[O:30])=[O:31], predict the reactants needed to synthesize it. The reactants are: [CH2:1]1[C:10]2[C:5](=[CH:6][CH:7]=[CH:8][CH:9]=2)[CH2:4][CH2:3][NH:2]1.C(N(CC)CC)C.[OH:18][C:19]1[C:28]2[N:27]=[CH:26][CH:25]=[CH:24][C:23]=2[C:22]([S:29](Cl)(=[O:31])=[O:30])=[CH:21][CH:20]=1.S(Cl)(Cl)(=O)=O. (2) Given the product [CH:1]12[N:8]([C:9]([O:11][C:12]([CH3:15])([CH3:14])[CH3:13])=[O:10])[CH:5]([CH2:6][CH2:7]1)[CH2:4][N:3]([C:21]([O:23][C:24]1([C:28]([F:29])([F:30])[F:31])[CH2:25][CH2:26][CH2:27]1)=[O:22])[CH2:2]2, predict the reactants needed to synthesize it. The reactants are: [CH:1]12[N:8]([C:9]([O:11][C:12]([CH3:15])([CH3:14])[CH3:13])=[O:10])[CH:5]([CH2:6][CH2:7]1)[CH2:4][NH:3][CH2:2]2.N1([C:21]([O:23][C:24]2([C:28]([F:31])([F:30])[F:29])[CH2:27][CH2:26][CH2:25]2)=[O:22])C=CN=C1.C(N(CC)CC)C.